This data is from Full USPTO retrosynthesis dataset with 1.9M reactions from patents (1976-2016). The task is: Predict the reactants needed to synthesize the given product. (1) Given the product [Cl:8][C:9]1[C:10]([CH:17]2[CH2:19][CH2:18]2)=[CH:11][C:12]2[N:13]([C:21]([NH2:20])=[N:16][N:15]=2)[N:14]=1, predict the reactants needed to synthesize it. The reactants are: FC(F)(F)C(O)=O.[Cl:8][C:9]1[N:14]=[N:13][C:12]([NH:15][NH2:16])=[CH:11][C:10]=1[CH:17]1[CH2:19][CH2:18]1.[N:20]#[C:21]Br. (2) The reactants are: [CH3:1][O:2][C:3]1[CH:4]=[C:5]2[C:9](=[CH:10][CH:11]=1)[NH:8][C:7]([C:12]([O:14][CH2:15][CH3:16])=[O:13])=[C:6]2[CH2:17][CH2:18][N+:19]([O-])=O.[C:22](OC(=O)C)(=[O:24])[CH3:23].[H][H]. Given the product [C:22]([NH:19][CH2:18][CH2:17][C:6]1[C:5]2[C:9](=[CH:10][CH:11]=[C:3]([O:2][CH3:1])[CH:4]=2)[NH:8][C:7]=1[C:12]([O:14][CH2:15][CH3:16])=[O:13])(=[O:24])[CH3:23], predict the reactants needed to synthesize it.